From a dataset of Catalyst prediction with 721,799 reactions and 888 catalyst types from USPTO. Predict which catalyst facilitates the given reaction. (1) Reactant: Cl.[C:2]1([CH3:10])[CH:7]=[CH:6][C:5]([NH:8]N)=[CH:4][CH:3]=1.[F:11][C:12]1[CH:17]=[CH:16][C:15]([CH2:18][CH:19]=O)=[CH:14][CH:13]=1.[OH-].[K+]. Product: [F:11][C:12]1[CH:17]=[CH:16][C:15]([C:18]2[C:6]3[C:5](=[CH:4][CH:3]=[C:2]([CH3:10])[CH:7]=3)[NH:8][CH:19]=2)=[CH:14][CH:13]=1. The catalyst class is: 8. (2) Reactant: Cl.[NH2:2][CH2:3][CH2:4][CH2:5][CH2:6][C:7]([OH:9])=[O:8].C(=O)([O-])[O-].[K+].[K+].Cl[C:17]([O:19][CH3:20])=[O:18].Cl. Product: [CH3:20][O:19][C:17]([NH:2][CH2:3][CH2:4][CH2:5][CH2:6][C:7]([OH:9])=[O:8])=[O:18]. The catalyst class is: 127. (3) Product: [CH3:52][O:53][C:54]([C:56]1[CH:61]=[C:60]([C:40]2[CH:39]=[N:38][C:37]([NH2:51])=[C:36]([C:28]3[S:27][C:31]4[CH:32]=[CH:33][CH:34]=[CH:35][C:30]=4[N:29]=3)[CH:41]=2)[CH:59]=[CH:58][N:57]=1)=[O:55]. The catalyst class is: 70. Reactant: COC(=O)C1C=CC(C2C=NC(N)=C(C3SC4C=CC=CC=4N=3)C=2)=CC=1.[S:27]1[C:31]2[CH:32]=[CH:33][CH:34]=[CH:35][C:30]=2[N:29]=[C:28]1[C:36]1[C:37]([NH2:51])=[N:38][CH:39]=[C:40](B2OC(C)(C)C(C)(C)O2)[CH:41]=1.[CH3:52][O:53][C:54]([C:56]1[CH:61]=[C:60](I)[CH:59]=[CH:58][N:57]=1)=[O:55].C([O-])([O-])=O.[Cs+].[Cs+].